Dataset: Forward reaction prediction with 1.9M reactions from USPTO patents (1976-2016). Task: Predict the product of the given reaction. The product is: [CH3:3][O:4][C:5]1[CH:13]=[C:12]2[C:8]([C:9]([C:14]([O:16][CH3:17])=[O:15])=[CH:10][N:11]2[C:19]2[C:28]3[C:23](=[CH:24][CH:25]=[CH:26][CH:27]=3)[N:22]=[CH:21][CH:20]=2)=[CH:7][CH:6]=1. Given the reactants [H-].[Na+].[CH3:3][O:4][C:5]1[CH:13]=[C:12]2[C:8]([C:9]([C:14]([O:16][CH3:17])=[O:15])=[CH:10][NH:11]2)=[CH:7][CH:6]=1.Cl[C:19]1[C:28]2[C:23](=[CH:24][CH:25]=[CH:26][CH:27]=2)[N:22]=[CH:21][CH:20]=1.O, predict the reaction product.